Dataset: Forward reaction prediction with 1.9M reactions from USPTO patents (1976-2016). Task: Predict the product of the given reaction. (1) Given the reactants C([C:3]1[CH:25]=[CH:24][C:6]([C:7]([NH:9][C:10]2[CH:15]=[CH:14][CH:13]=[CH:12][C:11]=2[NH:16][C:17](=[O:23])[O:18][C:19]([CH3:22])([CH3:21])[CH3:20])=[O:8])=[CH:5][CH:4]=1)=O.C1(P(=[CH:45][C:46]([O:48][CH3:49])=[O:47])(C2C=CC=CC=2)C2C=CC=CC=2)C=CC=CC=1.[C:50]1(C)C=CC=CC=1, predict the reaction product. The product is: [C:19]([O:18][C:17]([NH:16][C:11]1[CH:12]=[CH:13][CH:14]=[CH:15][C:10]=1[NH:9][C:7]([C:6]1[CH:24]=[CH:25][C:3]([CH:50]=[CH:45][C:46]([O:48][CH3:49])=[O:47])=[CH:4][CH:5]=1)=[O:8])=[O:23])([CH3:20])([CH3:22])[CH3:21]. (2) The product is: [C:4]1([C@@H:1]([OH:3])[CH3:2])[CH:9]=[CH:8][CH:7]=[CH:6][CH:5]=1. Given the reactants [C:1]([C:4]1[CH:9]=[CH:8][CH:7]=[CH:6][CH:5]=1)(=[O:3])[CH3:2].[B]1OC2C(=CC=CC=2)O1.[OH-].[Na+], predict the reaction product. (3) Given the reactants [C:9](O[C:9]([O:11][C:12]([CH3:15])([CH3:14])[CH3:13])=[O:10])([O:11][C:12]([CH3:15])([CH3:14])[CH3:13])=[O:10].Cl.[Br:17][C:18]1[CH:19]=[C:20]([CH:23]=[CH:24][CH:25]=1)[CH2:21][NH2:22].C(N(CC)CC)C, predict the reaction product. The product is: [Br:17][C:18]1[CH:19]=[C:20]([CH:23]=[CH:24][CH:25]=1)[CH2:21][NH:22][C:9](=[O:10])[O:11][C:12]([CH3:13])([CH3:14])[CH3:15]. (4) Given the reactants [OH:1][C:2]1[CH:7]=[CH:6][C:5]([C:8]2[CH:9]([NH:14][S:15]([CH:18]([CH3:20])[CH3:19])(=[O:17])=[O:16])[CH2:10][CH2:11][CH2:12][CH:13]=2)=[CH:4][CH:3]=1.[F:21][C:22]1[CH:23]=[C:24]([CH:27]=[C:28]([F:30])[CH:29]=1)[CH2:25]Br.C(=O)([O-])[O-].[K+].[K+], predict the reaction product. The product is: [F:21][C:22]1[CH:23]=[C:24]([CH2:25][O:1][C:2]2[CH:3]=[CH:4][C:5]([C:8]3[CH:9]([NH:14][S:15]([CH:18]([CH3:20])[CH3:19])(=[O:17])=[O:16])[CH2:10][CH2:11][CH2:12][CH:13]=3)=[CH:6][CH:7]=2)[CH:27]=[C:28]([F:30])[CH:29]=1.